Dataset: Experimentally validated miRNA-target interactions with 360,000+ pairs, plus equal number of negative samples. Task: Binary Classification. Given a miRNA mature sequence and a target amino acid sequence, predict their likelihood of interaction. (1) Result: 0 (no interaction). The miRNA is hsa-miR-134-5p with sequence UGUGACUGGUUGACCAGAGGGG. The protein sequence of the target gene is MLLCTTSAHKLETVYDHKFLKMSIKESCAKEEKSQKKQTISSPTFNEDKKKGEISAGSTSSEHGVQPVSTKKRKLKADDTDNVYYNANRKNSKRLNVEVFIPKKRLKFSSSTQAVSYLNNNQMTSHSCSSNGTKDTKVKDCKLTNIGSKLNYEIKNHSRIKITKDMKSKPVDQTKEKNWPSLLIQKKMKELKKEKNNKDSSEELEKCKKNHLPQNYNFSNMIKESFESGRKKISFKIPKKSSTTLQKLVEEKIFTIDSSKSKSKQEEKQHLQSHQMSLNLARHKTENSFSDSTHKQSVCE.... (2) The miRNA is mmu-miR-486b-5p with sequence UCCUGUACUGAGCUGCCCCGAG. The protein sequence of the target gene is MGNILTCRVHPSVSLEFDQQQGSVCPSESEIYEAGAGDRMAGAPMAAAVQPAEVTVEVGEDLHMHHVRDREMPEALEFNPSANPEASTIFQRNSQTDVVEIRRSNCTNHVSTVRFSQQYSLCSTIFLDDSTAIQHYLTMTIISVTLEIPHHITQRDADRSLSIPDEQLHSFAVSTVHIMKKRNGGGSLNNYSSSIPSTPSTSQEDPQFSVPPTANTPTPVCKRSMRWSNLFTSEKGSDPDKERKAPENHADTIGSGRAIPIKQGMLLKRSGKWLKTWKKKYVTLCSNGVLTYYSSLGDYM.... Result: 0 (no interaction). (3) The miRNA is mmu-miR-452-5p with sequence UGUUUGCAGAGGAAACUGAGAC. Result: 0 (no interaction). The protein sequence of the target gene is MAALAPLPPLPAQFKSIQHHLRTAQEHDKRDPVVAYYCRLYAMQTGMKIDSKTPECRKFLSKLMDQLEALKKQLGDNEAITQEIVGCAHLENYALKMFLYADNEDRAGRFHKNMIKSFYTASLLIDVITVFGELTDENVKHRKYARWKATYIHNCLKNGETPQAGPVGIEEDNDIEENEDAGAASLPTQPTQPSSSSTYDPSNMPSGNYTGIQIPPGAHAPANTPAEVPHSTGVASNTIQPTPQTIPAIDPALFNTISQGDVRLTPEDFARAQKYCKYAGSALQYEDVSTAVQNLQKALK.... (4) Result: 0 (no interaction). The protein sequence of the target gene is MAATNTILAFSSPSRLLIPPSSNPSTLRSSFRGVSLNNNNLHRLQSVSFAVKAPSKALTVVSAAKKAVAVLKGTSDVEGVVTLTQDDSGPTTVNVRITGLTPGPHGFHLHEFGDTTNGCISTGPHFNPNNMTHGAPEDECRHAGDLGNINANADGVAETTIVDNQIPLTGPNSVVGRAFVVHELKDDLGKGGHELSLTTGNAGGRLACGVIGLTPL. The miRNA is hsa-miR-5003-3p with sequence UACUUUUCUAGGUUGUUGGGG. (5) The miRNA is hsa-miR-4526 with sequence GCUGACAGCAGGGCUGGCCGCU. The protein sequence of the target gene is MKDQQTVIMTECTSLQFVSPFAFEAMQKVDVVCLASLSDPELRLLLPCLVRMALCAPADQSQSWAQDKKLILRLLSGVEAVNSIVALLSVDFHALEQDASKEQQLRHKLGGGSGESILVSQLQHGLTLEFEHSDSPRRLRLVLSELLAIMNKVSESNGEFFFKSSELFESPVYLEEAADVLCILQAELPSLLPIVDVAEALLHVRNGAWFLCLLVANVPDSFNEVCRGLIKNGERQDEESLGGRRRTDALRFLCKMNPSQALKVRGMVVEECHLPGLGVALTLDHTKNEACEDGVSDLVC.... Result: 1 (interaction). (6) The miRNA is mmu-miR-301b-3p with sequence CAGUGCAAUGGUAUUGUCAAAGC. The protein sequence of the target gene is MMEIQMDEGGGVVVYQDDYCSGSVMSERVSGLAGSIYREFERLIHCYDEEVVKELMPLVVNVLENLDSVLSENQEHEVELELLREDNEQLLTQYEREKALRRQAEEKFIEFEDALEQEKKELQIQVEHYEFQTRQLELKAKNYADQISRLEERESEMKKEYNALHQRHTEMIQTYVEHIERSKMQQVGGNSQTESSLPGRRKERPTSLNVFPLADGTVRAQIGGKLVPAGDHWHLSDLGQLQSSSSYQCPQDEMSESGQSSAAATPSTTGTKSNTPTSSVPSAAVTPLNESLQPLGDYGV.... Result: 0 (no interaction).